This data is from Forward reaction prediction with 1.9M reactions from USPTO patents (1976-2016). The task is: Predict the product of the given reaction. The product is: [NH:16]1[CH2:17][CH2:18][CH:13]([C:9]2[C:8]3[C:12](=[C:4]([C:2]([NH2:1])=[O:3])[CH:5]=[C:6]([C:26]4[S:27][CH:28]=[CH:29][CH:30]=4)[CH:7]=3)[NH:11][CH:10]=2)[CH2:14][CH2:15]1. Given the reactants [NH2:1][C:2]([C:4]1[CH:5]=[C:6]([C:26]2[S:27][CH:28]=[CH:29][CH:30]=2)[CH:7]=[C:8]2[C:12]=1[NH:11][CH:10]=[C:9]2[CH:13]1[CH2:18][CH2:17][N:16](C(OC(C)(C)C)=O)[CH2:15][CH2:14]1)=[O:3], predict the reaction product.